Dataset: Forward reaction prediction with 1.9M reactions from USPTO patents (1976-2016). Task: Predict the product of the given reaction. Given the reactants [F:1][C:2]1[C:7]([F:8])=[CH:6][CH:5]=[CH:4][C:3]=1[O:9][CH3:10].CN(C)CCN(C)C.[Li]CCCC.Cl.C1C[O:28][CH2:27]C1, predict the reaction product. The product is: [F:8][C:7]1[C:2]([F:1])=[C:3]([O:9][CH3:10])[CH:4]=[CH:5][C:6]=1[CH:27]=[O:28].